Dataset: Forward reaction prediction with 1.9M reactions from USPTO patents (1976-2016). Task: Predict the product of the given reaction. (1) Given the reactants [CH3:1][O:2][C:3]1[CH:8]=[CH:7][C:6](B(O)O)=[CH:5][CH:4]=1.[Cl:12][C:13]1[N:14]=[N:15][C:16](Cl)=[CH:17][CH:18]=1, predict the reaction product. The product is: [Cl:12][C:13]1[N:14]=[N:15][C:16]([C:6]2[CH:7]=[CH:8][C:3]([O:2][CH3:1])=[CH:4][CH:5]=2)=[CH:17][CH:18]=1. (2) Given the reactants [NH2:1][C:2]1[CH:3]=[C:4]([CH:7]=[CH:8][C:9]=1[NH2:10])[C:5]#[N:6].[CH2:11]([O:18][C:19]([NH:21][CH2:22][CH2:23][CH2:24][CH2:25][CH2:26][C:27](O)=[O:28])=[O:20])[C:12]1[CH:17]=[CH:16][CH:15]=[CH:14][CH:13]=1.CCN=C=NCCCN(C)C.Cl.C1C=CC2N(O)N=NC=2C=1, predict the reaction product. The product is: [CH2:11]([O:18][C:19](=[O:20])[NH:21][CH2:22][CH2:23][CH2:24][CH2:25][CH2:26][C:27](=[O:28])[NH:1][C:2]1[CH:3]=[C:4]([C:5]#[N:6])[CH:7]=[CH:8][C:9]=1[NH2:10])[C:12]1[CH:17]=[CH:16][CH:15]=[CH:14][CH:13]=1. (3) Given the reactants [Cl:1][C:2]1[CH:3]=[C:4]([C:10]([F:17])([F:16])[C:11]([O:13]CC)=[O:12])[CH:5]=[CH:6][C:7]=1[O:8][CH3:9].C(O)C.O.O.[OH-].[Li+], predict the reaction product. The product is: [Cl:1][C:2]1[CH:3]=[C:4]([C:10]([F:16])([F:17])[C:11]([OH:13])=[O:12])[CH:5]=[CH:6][C:7]=1[O:8][CH3:9]. (4) Given the reactants C([O:3][C:4](=O)[CH:5]([NH:11][S:12]([C:15]1[CH:20]=[CH:19][C:18]([Cl:21])=[CH:17][CH:16]=1)(=[O:14])=[O:13])[CH2:6][C:7]([F:10])([CH3:9])[CH3:8])C.[OH-].[Na+].ClC1C=CC(S([NH:35]C(CC(F)(C)C)C(O)=O)(=O)=O)=CC=1.ON1C2C=CC=CC=2N=N1.C(N(C(C)C)CC)(C)C.[Cl-].[NH4+].Cl.CN(C)CCCN=C=NCC, predict the reaction product. The product is: [Cl:21][C:18]1[CH:19]=[CH:20][C:15]([S:12]([NH:11][CH:5]([CH2:6][C:7]([F:10])([CH3:9])[CH3:8])[C:4]([NH2:35])=[O:3])(=[O:14])=[O:13])=[CH:16][CH:17]=1.